Dataset: Full USPTO retrosynthesis dataset with 1.9M reactions from patents (1976-2016). Task: Predict the reactants needed to synthesize the given product. Given the product [C:40]([OH:44])(=[O:43])[CH:41]=[CH2:42].[NH2:3][C:2]([O:25][CH2:24][CH3:26])=[O:1], predict the reactants needed to synthesize it. The reactants are: [O:1]=[C:2]=[N:3]C1CC(C)(C)CC(C)(CN=C=O)C1.COC.C1(C=[CH:26][C:24]([OH:25])=CC=1)O.C(C(CO)(CO)CC)O.[N-]=C=O.[C:40]([O:44]CC(CO)(C[O:44][C:40](=[O:43])[CH:41]=[CH2:42])C[O:44][C:40](=[O:43])[CH:41]=[CH2:42])(=[O:43])[CH:41]=[CH2:42].